Dataset: NCI-60 drug combinations with 297,098 pairs across 59 cell lines. Task: Regression. Given two drug SMILES strings and cell line genomic features, predict the synergy score measuring deviation from expected non-interaction effect. Drug 1: CNC(=O)C1=NC=CC(=C1)OC2=CC=C(C=C2)NC(=O)NC3=CC(=C(C=C3)Cl)C(F)(F)F. Drug 2: CCC1(C2=C(COC1=O)C(=O)N3CC4=CC5=C(C=CC(=C5CN(C)C)O)N=C4C3=C2)O.Cl. Cell line: IGROV1. Synergy scores: CSS=13.4, Synergy_ZIP=-5.48, Synergy_Bliss=-2.73, Synergy_Loewe=-53.4, Synergy_HSA=-6.59.